Dataset: Forward reaction prediction with 1.9M reactions from USPTO patents (1976-2016). Task: Predict the product of the given reaction. Given the reactants C([N:3](C(=O)C1C=CC(O)=CC=1)[C:4]1[CH:9]=[C:8]([O:10][CH3:11])[CH:7]=[CH:6][C:5]=1[C@@H:12]1[CH2:21][CH2:20][C:19]2[CH:18]=[C:17]([O:22]C(=O)C(C)(C)C)[CH:16]=[CH:15][C:14]=2[CH2:13]1)C.[N:38]1([C:45](=O)[CH2:46]Cl)[CH2:44][CH2:43][CH2:42][CH2:41][CH2:40][CH2:39]1, predict the reaction product. The product is: [N:38]1([CH2:45][CH2:46][O:10][C:8]2[CH:9]=[CH:4][C:5]([CH2:12][CH2:13][CH2:14][NH:3][C:4]3[CH:9]=[C:8]([O:10][CH3:11])[CH:7]=[CH:6][C:5]=3[C@@H:12]3[CH2:21][CH2:20][C:19]4[CH:18]=[C:17]([OH:22])[CH:16]=[CH:15][C:14]=4[CH2:13]3)=[CH:6][CH:7]=2)[CH2:44][CH2:43][CH2:42][CH2:41][CH2:40][CH2:39]1.